Task: Predict the product of the given reaction.. Dataset: Forward reaction prediction with 1.9M reactions from USPTO patents (1976-2016) (1) Given the reactants [CH:1]1([SH:7])[CH2:6][CH2:5][CH2:4][CH2:3][CH2:2]1.[O-]CC.[Na+].I[C:13]1[C:22]2[C:17](=[CH:18][CH:19]=[CH:20][CH:21]=2)[CH:16]=[CH:15][CH:14]=1.CC(CC(C)C)=O, predict the reaction product. The product is: [CH:1]1([S:7][C:21]2[C:22]3[C:17](=[CH:16][CH:15]=[CH:14][CH:13]=3)[CH:18]=[CH:19][CH:20]=2)[CH2:6][CH2:5][CH2:4][CH2:3][CH2:2]1. (2) Given the reactants [NH:1]1[C:9]2[C:4](=[CH:5][CH:6]=[CH:7][CH:8]=2)[CH:3]=[CH:2]1.Br[CH2:11][C:12]1[CH:17]=[CH:16][C:15]([C:18](=[O:20])[CH3:19])=[CH:14][CH:13]=1, predict the reaction product. The product is: [N:1]1([CH2:11][C:12]2[CH:17]=[CH:16][C:15]([C:18](=[O:20])[CH3:19])=[CH:14][CH:13]=2)[C:9]2[C:4](=[CH:5][CH:6]=[CH:7][CH:8]=2)[CH:3]=[CH:2]1.